Dataset: Forward reaction prediction with 1.9M reactions from USPTO patents (1976-2016). Task: Predict the product of the given reaction. (1) Given the reactants [Br:1][C:2]1[N:3]=[C:4]2[C:10]([NH2:11])=[CH:9][N:8]([C:12]([C:25]3[CH:30]=[CH:29][CH:28]=[CH:27][CH:26]=3)([C:19]3[CH:24]=[CH:23][CH:22]=[CH:21][CH:20]=3)[C:13]3[CH:18]=[CH:17][CH:16]=[CH:15][CH:14]=3)[C:5]2=[N:6][CH:7]=1.CCN(C(C)C)C(C)C.[Br:40][CH2:41][C:42]1[CH:50]=[CH:49][CH:48]=[CH:47][C:43]=1[C:44](Cl)=[O:45], predict the reaction product. The product is: [Br:1][C:2]1[N:3]=[C:4]2[C:10]([NH:11][C:44](=[O:45])[C:43]3[CH:47]=[CH:48][CH:49]=[CH:50][C:42]=3[CH2:41][Br:40])=[CH:9][N:8]([C:12]([C:19]3[CH:20]=[CH:21][CH:22]=[CH:23][CH:24]=3)([C:13]3[CH:14]=[CH:15][CH:16]=[CH:17][CH:18]=3)[C:25]3[CH:30]=[CH:29][CH:28]=[CH:27][CH:26]=3)[C:5]2=[N:6][CH:7]=1. (2) Given the reactants [CH:1]1([C:4]2[N:13]=[C:12]([N:14]3[CH2:19][CH2:18][N:17]([C:20]4[CH:25]=[CH:24][C:23](F)=[CH:22][C:21]=4[O:27][CH3:28])[CH2:16][CH2:15]3)[C:11]3[C:6](=[CH:7][C:8]([O:31][CH3:32])=[C:9]([O:29][CH3:30])[CH:10]=3)[N:5]=2)[CH2:3][CH2:2]1.FC1C=CC(N2CCNCC2)=C(OC)C=1.COC1C=CC([N+:56]([O-:58])=[O:57])=CC=1N1CCNCC1, predict the reaction product. The product is: [CH:1]1([C:4]2[N:13]=[C:12]([N:14]3[CH2:19][CH2:18][N:17]([C:20]4[CH:25]=[C:24]([N+:56]([O-:58])=[O:57])[CH:23]=[CH:22][C:21]=4[O:27][CH3:28])[CH2:16][CH2:15]3)[C:11]3[C:6](=[CH:7][C:8]([O:31][CH3:32])=[C:9]([O:29][CH3:30])[CH:10]=3)[N:5]=2)[CH2:3][CH2:2]1.